From a dataset of Forward reaction prediction with 1.9M reactions from USPTO patents (1976-2016). Predict the product of the given reaction. (1) Given the reactants Cl[S:2]([OH:5])(=O)=[O:3].[NH:6]([C:13]1[N:18]=[C:17]([C:19]2[N:23]([CH2:24][CH3:25])[C:22]([CH3:26])=[N:21][CH:20]=2)[CH:16]=[CH:15][N:14]=1)[C:7]1[CH:12]=[CH:11][CH:10]=[CH:9][CH:8]=1.[CH2:27]([O:29][CH2:30][CH2:31][NH2:32])[CH3:28].C(N(CC)C)C.Cl.CCOCC, predict the reaction product. The product is: [CH2:24]([N:23]1[C:19]([C:17]2[CH:16]=[CH:15][N:14]=[C:13]([NH:6][C:7]3[CH:12]=[CH:11][C:10]([S:2](=[O:5])(=[O:3])[NH:32][CH2:31][CH2:30][O:29][CH2:27][CH3:28])=[CH:9][CH:8]=3)[N:18]=2)=[CH:20][N:21]=[C:22]1[CH3:26])[CH3:25]. (2) Given the reactants [CH2:1]([CH:8]1[CH2:26][C:11]2[N:12](C(OC(C)(C)C)=O)[C:13]([C:15]([O:17][CH3:18])=[O:16])=[CH:14][C:10]=2[C:9]1=O)[C:2]1[CH:7]=[CH:6][CH:5]=[CH:4][CH:3]=1.C(C1CC2NC(C(OC)=O)=CC=2C1=O)C1C=CC=CC=1.N1C=CC=C1, predict the reaction product. The product is: [CH2:1]([CH:8]1[CH2:26][C:11]2[NH:12][C:13]([C:15]([O:17][CH3:18])=[O:16])=[CH:14][C:10]=2[CH2:9]1)[C:2]1[CH:3]=[CH:4][CH:5]=[CH:6][CH:7]=1. (3) Given the reactants [Cl:1][C:2]1[N:10](CC=C)[C:9]2[C:8](=[O:14])[NH:7][C:6](=[O:15])[N:5]([CH2:16][CH2:17][CH2:18][CH2:19][CH3:20])[C:4]=2[N:3]=1.[Cl:21][C:22]1[CH:27]=[CH:26][C:25]([CH2:28][C:29]2[N:33]=[C:32]([CH2:34][CH2:35][CH2:36]O)[O:31][N:30]=2)=[CH:24][CH:23]=1.C1(P(C2C=CC=CC=2)C2C=CC=CC=2)C=CC=CC=1.[CH:57]1[CH:62]=[CH:61][C:60]([CH2:63][O:64][C:65](/[N:67]=[N:68]/[C:69]([O:71][CH2:72][C:73]2[CH:78]=[CH:77][CH:76]=[CH:75][CH:74]=2)=[O:70])=[O:66])=[CH:59][CH:58]=1, predict the reaction product. The product is: [Cl:1][C:2]1[NH:10][C:9]2[C:8](=[O:14])[N:7]([CH2:36][CH2:35][CH2:34][C:32]3[O:31][N:30]=[C:29]([CH2:28][C:25]4[CH:24]=[CH:23][C:22]([Cl:21])=[CH:27][CH:26]=4)[N:33]=3)[C:6](=[O:15])[N:5]([CH2:16][CH2:17][CH2:18][CH2:19][CH3:20])[C:4]=2[N:3]=1.[CH:76]1[CH:75]=[CH:74][C:73]([CH2:72][O:71][C:69](/[N:68]=[N:67]/[C:65]([O:64][CH2:63][C:60]2[CH:61]=[CH:62][CH:57]=[CH:58][CH:59]=2)=[O:66])=[O:70])=[CH:78][CH:77]=1. (4) Given the reactants [CH3:1][O:2][C:3]1[CH:8]=[CH:7][CH:6]=[C:5]([O:9][CH3:10])[C:4]=1[CH:11]1[NH:16][C:15](=[O:17])[CH2:14][CH2:13][CH2:12]1.Br[CH2:19][C:20]1[CH:25]=[CH:24][C:23]([O:26][C:27]([F:30])([F:29])[F:28])=[C:22]([F:31])[CH:21]=1, predict the reaction product. The product is: [CH3:1][O:2][C:3]1[CH:8]=[CH:7][CH:6]=[C:5]([O:9][CH3:10])[C:4]=1[CH:11]1[N:16]([CH2:19][C:20]2[CH:25]=[CH:24][C:23]([O:26][C:27]([F:28])([F:29])[F:30])=[C:22]([F:31])[CH:21]=2)[C:15](=[O:17])[CH2:14][CH2:13][CH2:12]1. (5) Given the reactants C(N(CC)C(C)C)(C)C.[S:10]1[C:14]([C:15]([Cl:17])=[O:16])=[CH:13][C:12]2[CH:18]=[CH:19][CH:20]=[CH:21][C:11]1=2.[NH2:22][C:23]1[N:32]=[C:31]([NH:33][C@H:34]2[CH2:39][CH2:38][CH2:37][CH2:36][C@H:35]2[NH:40][C:41]([NH:50][C:51]([O:53][C:54]([CH3:57])([CH3:56])[CH3:55])=[O:52])=[N:42][C:43]([O:45][C:46]([CH3:49])([CH3:48])[CH3:47])=[O:44])[C:30]2[C:25](=[CH:26][CH:27]=[C:28]([CH3:58])[CH:29]=2)[N:24]=1.O, predict the reaction product. The product is: [ClH:17].[ClH:17].[C:54]([O:53][C:51]([NH:50][C:41]([NH:40][C@@H:35]1[CH2:36][CH2:37][CH2:38][CH2:39][C@@H:34]1[NH:33][C:31]1[C:30]2[C:25](=[CH:26][CH:27]=[C:28]([CH3:58])[CH:29]=2)[N:24]=[C:23]([NH:22][C:15]([C:14]2[S:10][C:11]3[CH:21]=[CH:20][CH:19]=[CH:18][C:12]=3[CH:13]=2)=[O:16])[N:32]=1)=[N:42][C:43]([O:45][C:46]([CH3:49])([CH3:48])[CH3:47])=[O:44])=[O:52])([CH3:55])([CH3:56])[CH3:57]. (6) Given the reactants [Cl:1][C:2]1[CH:3]=[C:4]([CH:7]=[CH:8][C:9]=1[CH2:10][NH:11][C:12]1[CH:17]=[CH:16][CH:15]=[CH:14][N:13]=1)[CH:5]=O.[C:18]([O-])([O-])=O.[K+].[K+], predict the reaction product. The product is: [Cl:1][C:2]1[CH:3]=[C:4]([CH:5]=[CH2:18])[CH:7]=[CH:8][C:9]=1[CH2:10][NH:11][C:12]1[CH:17]=[CH:16][CH:15]=[CH:14][N:13]=1. (7) Given the reactants C[O:2][C:3]([C:5]1[C:6]([C:14]2[CH:19]=[CH:18][CH:17]=[CH:16][C:15]=2[N+:20]([O-:22])=[O:21])=[CH:7][CH:8]=[C:9]([C:11](=[S:13])[NH2:12])[CH:10]=1)=[O:4].[F:23][C:24]([F:36])([F:35])[C:25]1[CH:34]=[CH:33][CH:32]=[CH:31][C:26]=1[C:27](=O)[CH2:28]Br, predict the reaction product. The product is: [N+:20]([C:15]1[CH:16]=[CH:17][CH:18]=[CH:19][C:14]=1[C:6]1[C:5]([C:3]([OH:2])=[O:4])=[CH:10][C:9]([C:11]2[S:13][CH:28]=[C:27]([C:26]3[CH:31]=[CH:32][CH:33]=[CH:34][C:25]=3[C:24]([F:23])([F:35])[F:36])[N:12]=2)=[CH:8][CH:7]=1)([O-:22])=[O:21]. (8) Given the reactants [CH3:1][O:2][C:3](=[O:12])[C:4]1[CH:9]=[CH:8][C:7]([OH:10])=[C:6]([F:11])[CH:5]=1.[Br:13]N1C(=O)CCC1=O, predict the reaction product. The product is: [CH3:1][O:2][C:3](=[O:12])[C:4]1[CH:5]=[C:6]([F:11])[C:7]([OH:10])=[C:8]([Br:13])[CH:9]=1. (9) The product is: [C:1]([O:5][C:6]([N:8]1[CH2:13][CH2:12][CH:11]([NH:14][C:31]([C:27]2[S:26][C:25]([Br:24])=[N:29][C:28]=2[CH3:30])=[O:32])[CH2:10][CH2:9]1)=[O:7])([CH3:4])([CH3:2])[CH3:3]. Given the reactants [C:1]([O:5][C:6]([N:8]1[CH2:13][CH2:12][CH:11]([NH2:14])[CH2:10][CH2:9]1)=[O:7])([CH3:4])([CH3:3])[CH3:2].C(N(C(C)C)CC)(C)C.[Br:24][C:25]1[S:26][C:27]([C:31](Cl)=[O:32])=[C:28]([CH3:30])[N:29]=1.ClC(Cl)C, predict the reaction product.